This data is from Forward reaction prediction with 1.9M reactions from USPTO patents (1976-2016). The task is: Predict the product of the given reaction. Given the reactants [CH3:1][O:2][C:3]1[CH:4]=[C:5]([CH:8]=[CH:9][CH:10]=1)[CH2:6]Cl.[Mg].II.[CH2:14]([O:21][C:22]1[CH:23]=[C:24]([CH:33]=[CH:34][C:35]=1[O:36][CH3:37])[CH:25]=[N:26][CH2:27][CH:28]([O:31][CH3:32])[O:29][CH3:30])[C:15]1[CH:20]=[CH:19][CH:18]=[CH:17][CH:16]=1.[Cl-].[NH4+].C(=O)([O-])[O-].[K+].[K+].Cl[C:47]([O:49][CH2:50][CH3:51])=[O:48], predict the reaction product. The product is: [CH2:50]([O:49][C:47](=[O:48])[N:26]([CH:25]([C:24]1[CH:33]=[CH:34][C:35]([O:36][CH3:37])=[C:22]([O:21][CH2:14][C:15]2[CH:16]=[CH:17][CH:18]=[CH:19][CH:20]=2)[CH:23]=1)[CH2:6][C:5]1[CH:8]=[CH:9][CH:10]=[C:3]([O:2][CH3:1])[CH:4]=1)[CH2:27][CH:28]([O:29][CH3:30])[O:31][CH3:32])[CH3:51].